Regression. Given a peptide amino acid sequence and an MHC pseudo amino acid sequence, predict their binding affinity value. This is MHC class II binding data. From a dataset of Peptide-MHC class II binding affinity with 134,281 pairs from IEDB. (1) The peptide sequence is EAMEKELREAFRLYD. The MHC is HLA-DQA10301-DQB10302 with pseudo-sequence HLA-DQA10301-DQB10302. The binding affinity (normalized) is 0.149. (2) The peptide sequence is ASAAALAGDAAGAWR. The MHC is HLA-DPA10301-DPB10402 with pseudo-sequence HLA-DPA10301-DPB10402. The binding affinity (normalized) is 0. (3) The MHC is DRB1_0802 with pseudo-sequence DRB1_0802. The peptide sequence is FKIMLKALSHLSLGL. The binding affinity (normalized) is 0.934. (4) The peptide sequence is LTQPLQQVTSLFSQV. The MHC is DRB1_1201 with pseudo-sequence DRB1_1201. The binding affinity (normalized) is 0.367.